From a dataset of NCI-60 drug combinations with 297,098 pairs across 59 cell lines. Regression. Given two drug SMILES strings and cell line genomic features, predict the synergy score measuring deviation from expected non-interaction effect. (1) Drug 1: C1=CC(=C2C(=C1NCCNCCO)C(=O)C3=C(C=CC(=C3C2=O)O)O)NCCNCCO. Drug 2: C1=C(C(=O)NC(=O)N1)N(CCCl)CCCl. Cell line: HOP-92. Synergy scores: CSS=52.1, Synergy_ZIP=-3.83, Synergy_Bliss=-1.36, Synergy_Loewe=1.36, Synergy_HSA=4.08. (2) Synergy scores: CSS=31.5, Synergy_ZIP=-4.00, Synergy_Bliss=1.66, Synergy_Loewe=-35.2, Synergy_HSA=-0.0295. Cell line: MDA-MB-231. Drug 2: CCCS(=O)(=O)NC1=C(C(=C(C=C1)F)C(=O)C2=CNC3=C2C=C(C=N3)C4=CC=C(C=C4)Cl)F. Drug 1: CCC1=CC2CC(C3=C(CN(C2)C1)C4=CC=CC=C4N3)(C5=C(C=C6C(=C5)C78CCN9C7C(C=CC9)(C(C(C8N6C)(C(=O)OC)O)OC(=O)C)CC)OC)C(=O)OC.C(C(C(=O)O)O)(C(=O)O)O. (3) Drug 1: CC1OCC2C(O1)C(C(C(O2)OC3C4COC(=O)C4C(C5=CC6=C(C=C35)OCO6)C7=CC(=C(C(=C7)OC)O)OC)O)O. Synergy scores: CSS=46.2, Synergy_ZIP=2.13, Synergy_Bliss=4.62, Synergy_Loewe=5.88, Synergy_HSA=6.56. Drug 2: CC1C(C(CC(O1)OC2CC(CC3=C2C(=C4C(=C3O)C(=O)C5=C(C4=O)C(=CC=C5)OC)O)(C(=O)C)O)N)O.Cl. Cell line: OVCAR-8. (4) Drug 1: C#CCC(CC1=CN=C2C(=N1)C(=NC(=N2)N)N)C3=CC=C(C=C3)C(=O)NC(CCC(=O)O)C(=O)O. Drug 2: C1CN(CCN1C(=O)CCBr)C(=O)CCBr. Cell line: RPMI-8226. Synergy scores: CSS=20.2, Synergy_ZIP=-5.76, Synergy_Bliss=5.34, Synergy_Loewe=3.99, Synergy_HSA=3.99.